Dataset: Catalyst prediction with 721,799 reactions and 888 catalyst types from USPTO. Task: Predict which catalyst facilitates the given reaction. Reactant: [C:1]([O:5][C:6](=[O:43])[NH:7][CH2:8][C@H:9]1[CH2:14][CH2:13][C@H:12]([C:15](=[O:42])[NH:16][C@H:17]([C:28]2[NH:29][CH:30]=[C:31]([C:33]3[CH:38]=[CH:37][C:36]([C:39]#[N:40])=[C:35]([F:41])[CH:34]=3)[N:32]=2)[CH2:18][C:19]2[CH:24]=[CH:23][CH:22]=[CH:21][C:20]=2[N+:25]([O-])=O)[CH2:11][CH2:10]1)([CH3:4])([CH3:3])[CH3:2].[C:44]1([CH2:50][C:51](O)=[O:52])[CH:49]=[CH:48][CH:47]=[CH:46][CH:45]=1.N1C=CC=CC=1.C1C=CC2N(O)N=NC=2C=1.CCN=C=NCCCN(C)C. Product: [C:1]([O:5][C:6](=[O:43])[NH:7][CH2:8][C@H:9]1[CH2:14][CH2:13][C@H:12]([C:15](=[O:42])[NH:16][C@H:17]([C:28]2[NH:29][CH:30]=[C:31]([C:33]3[CH:38]=[CH:37][C:36]([C:39]#[N:40])=[C:35]([F:41])[CH:34]=3)[N:32]=2)[CH2:18][C:19]2[CH:24]=[CH:23][CH:22]=[CH:21][C:20]=2[NH:25][C:51](=[O:52])[CH2:50][C:44]2[CH:49]=[CH:48][CH:47]=[CH:46][CH:45]=2)[CH2:11][CH2:10]1)([CH3:4])([CH3:3])[CH3:2]. The catalyst class is: 31.